This data is from Full USPTO retrosynthesis dataset with 1.9M reactions from patents (1976-2016). The task is: Predict the reactants needed to synthesize the given product. Given the product [I:1][C:2]1[CH:3]=[C:4]2[C:9](=[CH:10][CH:11]=1)[N:8]=[C:7]([OH:12])[C:6]([CH2:38][C:37]1[CH:36]=[CH:35][C:34]([C:33]([F:32])([F:42])[F:43])=[CH:41][CH:40]=1)=[C:5]2[OH:13], predict the reactants needed to synthesize it. The reactants are: [I:1][C:2]1[CH:3]=[C:4]2[C:9](=[CH:10][CH:11]=1)[N:8]=[C:7]([OH:12])[CH:6]=[C:5]2[OH:13].CC1NC(C)=C(C(OCC)=O)CC=1C(OCC)=O.[F:32][C:33]([F:43])([F:42])[C:34]1[CH:41]=[CH:40][C:37]([CH:38]=O)=[CH:36][CH:35]=1.C(O)C.